This data is from Reaction yield outcomes from USPTO patents with 853,638 reactions. The task is: Predict the reaction yield, written as a fraction of the theoretical maximum amount of product (1.0 means a 100% yield; for example, 0.34 means a 34% yield). (1) The reactants are [C:1]([OH:5])(=[O:4])[CH:2]=[O:3].[Cl:6][C:7]1[CH:17]=[CH:16][C:10]([CH2:11][NH:12][CH2:13][CH2:14]O)=[CH:9][CH:8]=1.O. The catalyst is O1CCCC1. The product is [OH:4][CH:1]1[O:5][CH2:14][CH2:13][N:12]([CH2:11][C:10]2[CH:9]=[CH:8][C:7]([Cl:6])=[CH:17][CH:16]=2)[C:2]1=[O:3]. The yield is 0.781. (2) The reactants are S(Cl)(Cl)=O.[OH:5][C:6]1[C:7]([C:16]([OH:18])=O)=[CH:8][C:9]2[C:14]([CH:15]=1)=[CH:13][CH:12]=[CH:11][CH:10]=2.Cl.CO[NH:22][CH3:23].[OH-:24].[Na+].Cl.Cl[CH2:28]Cl. No catalyst specified. The product is [CH3:28][O:24][CH2:23][NH:22][C:16]([C:7]1[C:6]([OH:5])=[CH:15][C:14]2[C:9](=[CH:10][CH:11]=[CH:12][CH:13]=2)[CH:8]=1)=[O:18]. The yield is 0.110. (3) The reactants are [NH2:1][C:2]1[C:7]([C:8]([OH:10])=O)=[CH:6][C:5]([Cl:11])=[N:4][CH:3]=1.[CH:12](=N)[NH2:13]. The catalyst is CC(O)=O. The product is [Cl:11][C:5]1[N:4]=[CH:3][C:2]2[N:1]=[CH:12][NH:13][C:8](=[O:10])[C:7]=2[CH:6]=1. The yield is 0.815. (4) The reactants are [F:1][C:2]1[CH:7]=[CH:6][C:5]([CH:8]([O:15][C:16]2[CH:17]=[CH:18][C:19]([CH2:25][CH2:26][C:27]3[CH:32]=[CH:31][C:30]([F:33])=[CH:29][CH:28]=3)=[C:20]([CH:24]=2)[C:21](O)=[O:22])[CH2:9][N:10]2[CH:14]=[CH:13][N:12]=[CH:11]2)=[CH:4][CH:3]=1.[NH2:34][C@@H:35]([CH2:44][CH2:45][S:46][CH3:47])[C:36]([O:38][CH:39]1[CH2:43][CH2:42][CH2:41][CH2:40]1)=[O:37]. No catalyst specified. The product is [F:1][C:2]1[CH:7]=[CH:6][C:5]([CH:8]([O:15][C:16]2[CH:17]=[CH:18][C:19]([CH2:25][CH2:26][C:27]3[CH:28]=[CH:29][C:30]([F:33])=[CH:31][CH:32]=3)=[C:20]([CH:24]=2)[C:21]([NH:34][C@@H:35]([CH2:44][CH2:45][S:46][CH3:47])[C:36]([O:38][CH:39]2[CH2:40][CH2:41][CH2:42][CH2:43]2)=[O:37])=[O:22])[CH2:9][N:10]2[CH:14]=[CH:13][N:12]=[CH:11]2)=[CH:4][CH:3]=1. The yield is 0.720. (5) The reactants are Br[C:2]1[CH:3]=[CH:4][C:5]2[N:11]3[C:12]([CH3:15])=[N:13][N:14]=[C:10]3[C@H:9]([CH3:16])[CH2:8][N:7]([C:17]3[CH:18]=[N:19][N:20]([CH3:22])[CH:21]=3)[C:6]=2[CH:23]=1.CC1(C)C(C)(C)OB([C:32]2[CH:33]=[CH:34][C:35]([NH2:38])=[N:36][CH:37]=2)O1.[F-].[K+].C(=O)([O-])[O-].[K+].[K+]. The catalyst is C(OCC)(=O)C.C1C=CC([P]([Pd]([P](C2C=CC=CC=2)(C2C=CC=CC=2)C2C=CC=CC=2)([P](C2C=CC=CC=2)(C2C=CC=CC=2)C2C=CC=CC=2)[P](C2C=CC=CC=2)(C2C=CC=CC=2)C2C=CC=CC=2)(C2C=CC=CC=2)C2C=CC=CC=2)=CC=1.O.C(O)C.C1(C)C=CC=CC=1. The product is [CH3:15][C:12]1[N:11]2[C:5]3[CH:4]=[CH:3][C:2]([C:32]4[CH:33]=[CH:34][C:35]([NH2:38])=[N:36][CH:37]=4)=[CH:23][C:6]=3[N:7]([C:17]3[CH:18]=[N:19][N:20]([CH3:22])[CH:21]=3)[CH2:8][C@@H:9]([CH3:16])[C:10]2=[N:14][N:13]=1. The yield is 0.260.